This data is from Reaction yield outcomes from USPTO patents with 853,638 reactions. The task is: Predict the reaction yield, written as a fraction of the theoretical maximum amount of product (1.0 means a 100% yield; for example, 0.34 means a 34% yield). (1) The reactants are [OH-].[Na+].[NH2:3][CH2:4][CH2:5][CH2:6][CH2:7][CH2:8][C:9]([OH:11])=[O:10].[C:12](Cl)(=[O:15])[CH:13]=[CH2:14]. The catalyst is O.C(Cl)Cl. The product is [C:12]([NH:3][CH2:4][CH2:5][CH2:6][CH2:7][CH2:8][C:9]([OH:11])=[O:10])(=[O:15])[CH:13]=[CH2:14]. The yield is 0.820. (2) The reactants are [CH3:1][O:2][C:3]1[CH:4]=[C:5]([C:11]2[N:12]=[C:13]([NH:23][CH:24]3[CH2:26][CH2:25]3)[S:14][C:15]=2[C:16]2[CH:21]=[CH:20][N:19]=[C:18](Cl)[N:17]=2)[CH:6]=[C:7]([O:9][CH3:10])[CH:8]=1.[F:27][CH2:28][CH2:29][N:30]1[CH2:34][CH2:33][C@@H:32]([O:35][C:36]2[CH:41]=[CH:40][C:39]([N+:42]([O-])=O)=[CH:38][N:37]=2)[CH2:31]1.CC(O)C.Cl. The catalyst is O1CCOCC1. The product is [CH3:1][O:2][C:3]1[CH:4]=[C:5]([C:11]2[N:12]=[C:13]([NH:23][CH:24]3[CH2:26][CH2:25]3)[S:14][C:15]=2[C:16]2[CH:21]=[CH:20][N:19]=[C:18]([NH:42][C:39]3[CH:38]=[N:37][C:36]([O:35][C@@H:32]4[CH2:33][CH2:34][N:30]([CH2:29][CH2:28][F:27])[CH2:31]4)=[CH:41][CH:40]=3)[N:17]=2)[CH:6]=[C:7]([O:9][CH3:10])[CH:8]=1. The yield is 0.340. (3) The reactants are [C:1]([N:8]([N:14]=[N+:15]=[N-:16])[C@H:9]([C:11]([OH:13])=[O:12])[CH3:10])([O:3][C:4]([CH3:7])([CH3:6])[CH3:5])=[O:2].[CH2:17](Br)[C:18]1[CH:23]=[CH:22][CH:21]=[CH:20][CH:19]=1.C(N(C(C)C)CC)(C)C. The catalyst is C(#N)C.C(OCC)(=O)C.CCCCCC. The product is [CH2:17]([O:12][C:11](=[O:13])[C@H:9]([CH3:10])[N:8]([C:1]([O:3][C:4]([CH3:7])([CH3:5])[CH3:6])=[O:2])[N:14]=[N+:15]=[N-:16])[C:18]1[CH:23]=[CH:22][CH:21]=[CH:20][CH:19]=1. The yield is 0.630. (4) The reactants are [C:1]1(=[O:7])[CH2:6][CH2:5][CH2:4][CH2:3][CH2:2]1.[CH3:8][C:9]([CH2:11][CH2:12]O)=[CH2:10]. The catalyst is CC1C=CC(S(O)(=O)=O)=CC=1.C1(C)C=CC=CC=1. The product is [CH3:8][C:9]1[CH2:10][C:1]2([CH2:6][CH2:5][CH2:4][CH2:3][CH2:2]2)[O:7][CH2:12][CH:11]=1. The yield is 0.800. (5) The reactants are [Br:1][C:2]1[N:3]=[C:4]([C@H:12]2[CH2:20][CH2:19][C@H:18]3[N:14]([C:15](=[O:21])[CH2:16][CH2:17]3)[CH2:13]2)[N:5]2[CH:10]=[CH:9][N:8]=[C:7](Cl)[C:6]=12.[NH3:22]. The catalyst is CC(O)C. The product is [NH2:22][C:7]1[C:6]2[N:5]([C:4]([C@H:12]3[CH2:20][CH2:19][C@H:18]4[N:14]([C:15](=[O:21])[CH2:16][CH2:17]4)[CH2:13]3)=[N:3][C:2]=2[Br:1])[CH:10]=[CH:9][N:8]=1. The yield is 0.633. (6) The reactants are [NH2:1][C:2]1[O:3][CH:4]=[C:5]([C:7]([OH:9])=O)[N:6]=1.[NH2:10][C@@H:11]([CH3:28])[CH2:12][N:13]1[CH:17]=[CH:16][C:15]([C:18]2[CH:25]=[CH:24][C:21]([C:22]#[N:23])=[C:20]([Cl:26])[C:19]=2[CH3:27])=[N:14]1. No catalyst specified. The product is [NH2:1][C:2]1[O:3][CH:4]=[C:5]([C:7]([NH:10][C@@H:11]([CH3:28])[CH2:12][N:13]2[CH:17]=[CH:16][C:15]([C:18]3[CH:25]=[CH:24][C:21]([C:22]#[N:23])=[C:20]([Cl:26])[C:19]=3[CH3:27])=[N:14]2)=[O:9])[N:6]=1. The yield is 0.290. (7) The reactants are N[C:2]1[CH:3]=[CH:4][C:5]([O:24][C:25]2[CH:30]=[C:29]([CH3:31])[CH:28]=[C:27]([CH3:32])[CH:26]=2)=[C:6]([S:8]([N:11]2[CH2:16][CH2:15][N:14]([C:17]([O:19][C:20]([CH3:23])([CH3:22])[CH3:21])=[O:18])[CH2:13][CH2:12]2)(=[O:10])=[O:9])[CH:7]=1.F[B-](F)(F)F.N#[O+:39]. The catalyst is C(Cl)Cl.O. The product is [CH3:31][C:29]1[CH:30]=[C:25]([CH:26]=[C:27]([CH3:32])[CH:28]=1)[O:24][C:5]1[CH:4]=[CH:3][C:2]([OH:39])=[CH:7][C:6]=1[S:8]([N:11]1[CH2:16][CH2:15][N:14]([C:17]([O:19][C:20]([CH3:23])([CH3:21])[CH3:22])=[O:18])[CH2:13][CH2:12]1)(=[O:9])=[O:10]. The yield is 0.281.